From a dataset of Blood-brain barrier penetration binary classification data from Martins et al.. Regression/Classification. Given a drug SMILES string, predict its absorption, distribution, metabolism, or excretion properties. Task type varies by dataset: regression for continuous measurements (e.g., permeability, clearance, half-life) or binary classification for categorical outcomes (e.g., BBB penetration, CYP inhibition). Dataset: bbb_martins. (1) The compound is COc1cc2c(cc1OC)C(c1ccc(N)cc1)=NN=C(C)C2. The result is 1 (penetrates BBB). (2) The drug is CC1=C(C(=O)O)N2C(=O)[C@@H](NC(=O)[C@H](N)c3ccccc3)[C@H]2SC1. The result is 0 (does not penetrate BBB). (3) The drug is CC1(C)O[C@@H]2CO[C@@]3(COS(N)(=O)=O)OC(C)(C)O[C@H]3[C@@H]2O1. The result is 1 (penetrates BBB). (4) The compound is CCN(CC)CCOC(=O)C1(C2CCCCC2)CCCCC1. The result is 0 (does not penetrate BBB). (5) The result is 1 (penetrates BBB). The molecule is CC1(C)O[C@@H]2C[C@H]3[C@@H]4CCC5=CC(=O)C=C[C@]5(C)[C@@]4(F)[C@@H](O)C[C@]3(C)[C@]2(C(=O)CO)O1. (6) The drug is CCC1(c2ccccc2)CCC(=O)NC1=O. The result is 1 (penetrates BBB). (7) The drug is CC(=O)OCC(=O)[C@@]1(O)CC[C@H]2[C@@H]3CCC4=CC(=O)C=C[C@]4(C)[C@@]3(F)[C@@H](O)C[C@@]21C. The result is 1 (penetrates BBB).